From a dataset of Forward reaction prediction with 1.9M reactions from USPTO patents (1976-2016). Predict the product of the given reaction. (1) Given the reactants [CH3:1][O:2][C:3]1[CH:4]=[C:5]([C:9]([C:11]2[C:19]3[C:14](=[C:15]([C:20]([F:23])([F:22])[F:21])[CH:16]=[CH:17][CH:18]=3)[NH:13][N:12]=2)=[O:10])[CH:6]=[CH:7][CH:8]=1.[H-].[Na+].[CH:26]1(Br)[CH2:30][CH2:29][CH2:28][CH2:27]1, predict the reaction product. The product is: [CH:26]1([N:13]2[C:14]3[C:19](=[CH:18][CH:17]=[CH:16][C:15]=3[C:20]([F:23])([F:21])[F:22])[C:11]([C:9]([C:5]3[CH:6]=[CH:7][CH:8]=[C:3]([O:2][CH3:1])[CH:4]=3)=[O:10])=[N:12]2)[CH2:30][CH2:29][CH2:28][CH2:27]1. (2) Given the reactants [CH2:1]([O:8][C:9]([N:11]1[CH2:16][CH2:15][CH:14]([C:17]([OH:19])=O)[CH2:13][CH2:12]1)=[O:10])[C:2]1[CH:7]=[CH:6][CH:5]=[CH:4][CH:3]=1.S(Cl)(Cl)=O.CN(C=O)C.[NH2:29][C:30]1[S:31][C:32]([N:40]2[CH2:45][CH2:44][O:43][CH2:42][CH2:41]2)=[C:33]([C:35]2[O:36][CH:37]=[CH:38][CH:39]=2)[N:34]=1, predict the reaction product. The product is: [CH2:1]([O:8][C:9]([N:11]1[CH2:12][CH2:13][CH:14]([C:17]([NH:29][C:30]2[S:31][C:32]([N:40]3[CH2:41][CH2:42][O:43][CH2:44][CH2:45]3)=[C:33]([C:35]3[O:36][CH:37]=[CH:38][CH:39]=3)[N:34]=2)=[O:19])[CH2:15][CH2:16]1)=[O:10])[C:2]1[CH:3]=[CH:4][CH:5]=[CH:6][CH:7]=1. (3) Given the reactants [Cl:1][C:2]1[N:3]=[C:4]([NH:22][CH:23]2[CH2:25][CH2:24]2)[C:5]2[C:10](I)=[CH:9][N:8]([S:12]([C:15]3[CH:21]=[CH:20][C:18]([CH3:19])=[CH:17][CH:16]=3)(=[O:14])=[O:13])[C:6]=2[N:7]=1.[F:26][C:27]1[CH:32]=[CH:31][C:30](B(O)O)=[CH:29][CH:28]=1.C([O-])([O-])=O.[Na+].[Na+].O, predict the reaction product. The product is: [Cl:1][C:2]1[N:3]=[C:4]([NH:22][CH:23]2[CH2:25][CH2:24]2)[C:5]2[C:10]([C:30]3[CH:31]=[CH:32][C:27]([F:26])=[CH:28][CH:29]=3)=[CH:9][N:8]([S:12]([C:15]3[CH:21]=[CH:20][C:18]([CH3:19])=[CH:17][CH:16]=3)(=[O:14])=[O:13])[C:6]=2[N:7]=1. (4) Given the reactants [F:1][C:2]1[CH:3]=[C:4]2[C:8](=[CH:9][CH:10]=1)[NH:7][CH:6]=[C:5]2[CH2:11][C:12]1[CH2:17][N:16]([C:18]([O:20][C:21]([CH3:24])([CH3:23])[CH3:22])=[O:19])[CH2:15][CH2:14][CH:13]=1.[H-].[Na+].[C:27]1([S:33](Cl)(=[O:35])=[O:34])[CH:32]=[CH:31][CH:30]=[CH:29][CH:28]=1, predict the reaction product. The product is: [F:1][C:2]1[CH:3]=[C:4]2[C:8](=[CH:9][CH:10]=1)[N:7]([S:33]([C:27]1[CH:32]=[CH:31][CH:30]=[CH:29][CH:28]=1)(=[O:35])=[O:34])[CH:6]=[C:5]2[CH2:11][C:12]1[CH2:17][N:16]([C:18]([O:20][C:21]([CH3:24])([CH3:23])[CH3:22])=[O:19])[CH2:15][CH2:14][CH:13]=1. (5) Given the reactants O=[C:2]1[CH2:6][CH2:5][N:4]([C:7]2[CH:19]=[CH:18][C:10]([C:11]([O:13][C:14]([CH3:17])([CH3:16])[CH3:15])=[O:12])=[CH:9][CH:8]=2)[CH2:3]1.C([Sn](Cl)(Cl)CCCC)CCC.[NH:31]1[CH2:36][CH2:35][O:34][CH2:33][CH2:32]1.C1([SiH3])C=CC=CC=1, predict the reaction product. The product is: [O:34]1[CH2:35][CH2:36][N:31]([CH:2]2[CH2:6][CH2:5][N:4]([C:7]3[CH:19]=[CH:18][C:10]([C:11]([O:13][C:14]([CH3:17])([CH3:16])[CH3:15])=[O:12])=[CH:9][CH:8]=3)[CH2:3]2)[CH2:32][CH2:33]1.